From a dataset of Forward reaction prediction with 1.9M reactions from USPTO patents (1976-2016). Predict the product of the given reaction. Given the reactants C1(C)C(C)=CC=CC=1.C[O-].[K+].CO[C:14](=[O:17])[O:15][CH3:16].[CH:18]1([CH2:24][C:25](=[O:27])[CH3:26])[CH2:23][CH2:22][CH2:21][CH2:20][CH2:19]1, predict the reaction product. The product is: [CH:18]1([CH2:24][C:25](=[O:27])[CH2:26][C:14]([O:15][CH3:16])=[O:17])[CH2:23][CH2:22][CH2:21][CH2:20][CH2:19]1.